Dataset: Full USPTO retrosynthesis dataset with 1.9M reactions from patents (1976-2016). Task: Predict the reactants needed to synthesize the given product. (1) Given the product [F:13][C:14]1[CH:22]=[CH:21][C:20]([CH:23]=[O:24])=[CH:19][C:15]=1[C:16]([N:10]1[CH2:11][CH2:12][C@@H:8]([NH:7][C:1]2[CH:6]=[CH:5][CH:4]=[CH:3][CH:2]=2)[CH2:9]1)=[O:17], predict the reactants needed to synthesize it. The reactants are: [C:1]1([NH:7][C@@H:8]2[CH2:12][CH2:11][NH:10][CH2:9]2)[CH:6]=[CH:5][CH:4]=[CH:3][CH:2]=1.[F:13][C:14]1[CH:22]=[CH:21][C:20]([CH:23]=[O:24])=[CH:19][C:15]=1[C:16](O)=[O:17].F[P-](F)(F)(F)(F)F.N1(OC(N(C)C)=[N+](C)C)C2C=CC=CC=2N=N1.C(N(CC)C(C)C)(C)C. (2) Given the product [CH3:1][C:2]1[N:6]([CH2:7][C:8]([OH:10])=[O:9])[C:5]2[CH2:11][CH2:12][CH2:13][C:4]=2[C:3]=1[CH2:14][C:15]1[CH:16]=[CH:17][CH:18]=[CH:19][C:20]=1[S:35]([N:32]1[CH2:33][CH2:34][O:29][CH2:30][CH2:31]1)(=[O:37])=[O:36], predict the reactants needed to synthesize it. The reactants are: [CH3:1][C:2]1[N:6]([CH2:7][C:8]([OH:10])=[O:9])[C:5]2[CH2:11][CH2:12][CH2:13][C:4]=2[C:3]=1[CH2:14][C:15]1[CH:20]=[CH:19][C:18](S(N2CCCC2)(=O)=O)=[CH:17][CH:16]=1.[O:29]1[CH2:34][CH2:33][N:32]([S:35](C2C=CC=CC=2C=O)(=[O:37])=[O:36])[CH2:31][CH2:30]1.N1(S(C2C=CC(C=O)=CC=2)(=O)=O)CCCC1. (3) Given the product [Cl:1][C:2]1[CH:7]=[CH:6][N:5]=[C:4]([C:13]#[N:14])[CH:3]=1, predict the reactants needed to synthesize it. The reactants are: [Cl:1][C:2]1[CH:7]=[CH:6][N+:5]([O-])=[CH:4][CH:3]=1.C[Si]([C:13]#[N:14])(C)C. (4) The reactants are: [C:1]([C:4]1[CH:13]=[CH:12][C:11]([O:14][CH2:15][C:16]2[CH:21]=[CH:20][CH:19]=[CH:18][CH:17]=2)=[C:10]2[C:5]=1[CH:6]=[CH:7][C:8](=[O:22])[NH:9]2)(=[O:3])[CH3:2].B(F)(F)F.CCOCC.[Br:32]Br. Given the product [CH2:15]([O:14][C:11]1[CH:12]=[CH:13][C:4]([C:1](=[O:3])[CH2:2][Br:32])=[C:5]2[C:10]=1[NH:9][C:8](=[O:22])[CH:7]=[CH:6]2)[C:16]1[CH:21]=[CH:20][CH:19]=[CH:18][CH:17]=1, predict the reactants needed to synthesize it. (5) Given the product [NH2:24][C:21]1[CH:22]=[CH:23][C:18]([C:16]([NH:15][C:12]2[CH:11]=[CH:10][C:9]([NH:8][C:6]3[CH:5]=[C:4]([CH3:27])[N:3]=[C:2]([NH2:1])[N:7]=3)=[CH:14][CH:13]=2)=[O:17])=[N:19][CH:20]=1, predict the reactants needed to synthesize it. The reactants are: [NH2:1][C:2]1[N:7]=[C:6]([NH:8][C:9]2[CH:14]=[CH:13][C:12]([NH:15][C:16]([C:18]3[CH:23]=[CH:22][C:21]([N+:24]([O-])=O)=[CH:20][N:19]=3)=[O:17])=[CH:11][CH:10]=2)[CH:5]=[C:4]([CH3:27])[N:3]=1. (6) The reactants are: [C:1]([CH:4]([CH2:28][CH2:29][CH2:30][C:31]1[CH:36]=[CH:35][CH:34]=[CH:33][CH:32]=1)[C:5]([NH:7][CH:8]([C:10]1[C:11](=[O:27])[NH:12][C:13]([CH2:16][C:17]2[CH:22]=[CH:21][C:20]([O:23][CH3:24])=[C:19]([O:25][CH3:26])[CH:18]=2)=[N:14][N:15]=1)[CH3:9])=O)(=[O:3])[CH3:2].P(Cl)(Cl)(Cl)=O. Given the product [C:1]([CH:4]([C:5]1[N:15]2[C:10]([C:11](=[O:27])[NH:12][C:13]([CH2:16][C:17]3[CH:22]=[CH:21][C:20]([O:23][CH3:24])=[C:19]([O:25][CH3:26])[CH:18]=3)=[N:14]2)=[C:8]([CH3:9])[N:7]=1)[CH2:28][CH2:29][CH2:30][C:31]1[CH:36]=[CH:35][CH:34]=[CH:33][CH:32]=1)(=[O:3])[CH3:2], predict the reactants needed to synthesize it. (7) The reactants are: [Br:1][C:2]1[C:3]([NH2:9])=[N:4][CH:5]=[C:6]([Cl:8])[N:7]=1.[F:10][C:11]1[CH:12]=[C:13](B(O)O)[CH:14]=[N:15][C:16]=1[O:17][CH3:18].C(N(CC)C(C)C)(C)C. Given the product [Br:1][C:2]1[C:3]([NH:9][C:13]2[CH:14]=[N:15][C:16]([O:17][CH3:18])=[C:11]([F:10])[CH:12]=2)=[N:4][CH:5]=[C:6]([Cl:8])[N:7]=1, predict the reactants needed to synthesize it. (8) Given the product [S:1]1[CH:5]=[CH:4][N:3]=[C:2]1[NH:6][C:7]1[CH:8]=[CH:9][C:10]([NH:13][C:14](=[O:21])[C:15]2[CH:20]=[CH:19][CH:18]=[CH:17][CH:16]=2)=[CH:11][CH:12]=1, predict the reactants needed to synthesize it. The reactants are: [S:1]1[CH:5]=[CH:4][N:3]=[C:2]1[NH:6][C:7]1[CH:12]=[CH:11][C:10]([NH2:13])=[CH:9][CH:8]=1.[C:14](Cl)(=[O:21])[C:15]1[CH:20]=[CH:19][CH:18]=[CH:17][CH:16]=1.C(N(CC)CC)C. (9) The reactants are: C[Si](C)(C)[C:3]1[S:4][CH:5]=[CH:6][N:7]=1.Cl[C:11]([O:13][CH2:14][CH3:15])=[O:12]. Given the product [S:4]1[CH:5]=[CH:6][N:7]=[C:3]1[C:11]([O:13][CH2:14][CH3:15])=[O:12], predict the reactants needed to synthesize it. (10) Given the product [CH2:1]([O:4][CH2:5][CH2:6][O:7][CH2:8][CH2:9][O:10][CH2:11][CH2:12][Br:21])[CH:2]=[CH2:3], predict the reactants needed to synthesize it. The reactants are: [CH2:1]([O:4][CH2:5][CH2:6][O:7][CH2:8][CH2:9][O:10][CH2:11][CH2:12]O)[CH:2]=[CH2:3].N1C=CC=CC=1.P(Br)(Br)[Br:21].[Br-].[Na+].